From a dataset of Full USPTO retrosynthesis dataset with 1.9M reactions from patents (1976-2016). Predict the reactants needed to synthesize the given product. (1) Given the product [S:1]1[C:5]2[CH:6]=[CH:7][C:8]([NH:10][C:11]3[C:20]4[C:15](=[CH:16][CH:17]=[C:18]([S:21]([CH:24]5[CH2:29][CH2:28][NH:27][CH2:26][CH2:25]5)(=[O:22])=[O:23])[CH:19]=4)[N:14]=[CH:13][CH:12]=3)=[CH:9][C:4]=2[N:3]=[CH:2]1, predict the reactants needed to synthesize it. The reactants are: [S:1]1[C:5]2[CH:6]=[CH:7][C:8]([NH:10][C:11]3[C:20]4[C:15](=[CH:16][CH:17]=[C:18]([S:21]([CH:24]5[CH2:29][CH2:28][N:27](C(OC(C)(C)C)=O)[CH2:26][CH2:25]5)(=[O:23])=[O:22])[CH:19]=4)[N:14]=[CH:13][CH:12]=3)=[CH:9][C:4]=2[N:3]=[CH:2]1.Cl.C(=O)(O)[O-].[Na+]. (2) Given the product [CH2:14]([O:11][C:3]1[CH:4]=[CH:5][C:6]([N+:8]([O-:10])=[O:9])=[CH:7][C:2]=1[F:1])[CH:13]=[CH2:12], predict the reactants needed to synthesize it. The reactants are: [F:1][C:2]1[CH:7]=[C:6]([N+:8]([O-:10])=[O:9])[CH:5]=[CH:4][C:3]=1[OH:11].[CH2:12](Br)[CH:13]=[CH2:14].C(=O)([O-])[O-].[K+].[K+].